From a dataset of Catalyst prediction with 721,799 reactions and 888 catalyst types from USPTO. Predict which catalyst facilitates the given reaction. Reactant: Cl[C:2]1[C:7]([N+:8]([O-:10])=[O:9])=[CH:6][CH:5]=[C:4]([Cl:11])[N:3]=1.C(N(C(C)C)C(C)C)C.[C:21]([O:25][C:26](=[O:39])[NH:27][C:28]1([C:32]2[CH:37]=[CH:36][C:35]([NH2:38])=[CH:34][CH:33]=2)[CH2:31][CH2:30][CH2:29]1)([CH3:24])([CH3:23])[CH3:22]. Product: [Cl:11][C:4]1[N:3]=[C:2]([NH:38][C:35]2[CH:36]=[CH:37][C:32]([C:28]3([NH:27][C:26](=[O:39])[O:25][C:21]([CH3:23])([CH3:22])[CH3:24])[CH2:29][CH2:30][CH2:31]3)=[CH:33][CH:34]=2)[C:7]([N+:8]([O-:10])=[O:9])=[CH:6][CH:5]=1. The catalyst class is: 375.